Dataset: Forward reaction prediction with 1.9M reactions from USPTO patents (1976-2016). Task: Predict the product of the given reaction. (1) Given the reactants [CH3:1][CH2:2][N:3]([CH2:6][CH2:7][NH:8][C:9]([C:11]1[C:15]([CH3:16])=[C:14](/[CH:17]=[C:18]2/[C:19]3[CH:24]=[C:23]([F:25])[CH:22]=[CH:21][C:20]=3[NH:26][C:27]/2=[O:28])[NH:13][C:12]=1[CH3:29])=[O:10])[CH2:4][CH3:5].[C:30]([OH:33])(=[O:32])[CH3:31].C(OC)(C)(C)C, predict the reaction product. The product is: [CH3:1][CH2:2][N:3]([CH2:6][CH2:7][NH:8][C:9]([C:11]1[C:15]([CH3:16])=[C:14](/[CH:17]=[C:18]2/[C:19]3[CH:24]=[C:23]([F:25])[CH:22]=[CH:21][C:20]=3[NH:26][C:27]/2=[O:28])[NH:13][C:12]=1[CH3:29])=[O:10])[CH2:4][CH3:5].[C:30]([O-:33])(=[O:32])[CH3:31]. (2) Given the reactants [Cl:1][C:2]1[CH:3]=[C:4]2[C:8](=[CH:9][CH:10]=1)[NH:7][CH:6]=[C:5]2[CH2:11][CH2:12][NH:13][C:14](=[O:23])[C:15]1[CH:20]=[CH:19][C:18]([CH2:21]Cl)=[CH:17][CH:16]=1.[F:24][C:25]1[CH:26]=[C:27](B(O)O)[CH:28]=[C:29]([F:31])[CH:30]=1.ClCCl.C(=O)([O-])[O-].[Na+].[Na+].[I-].[Na+], predict the reaction product. The product is: [Cl:1][C:2]1[CH:3]=[C:4]2[C:8](=[CH:9][CH:10]=1)[NH:7][CH:6]=[C:5]2[CH2:11][CH2:12][NH:13][C:14](=[O:23])[C:15]1[CH:20]=[CH:19][C:18]([CH2:21][C:27]2[CH:26]=[C:25]([F:24])[CH:30]=[C:29]([F:31])[CH:28]=2)=[CH:17][CH:16]=1.